Dataset: Forward reaction prediction with 1.9M reactions from USPTO patents (1976-2016). Task: Predict the product of the given reaction. (1) Given the reactants [CH3:1][C:2]1[CH:3]=[CH:4][C:5]2[N:6]([C:8]([CH:11]([C:13]3[CH:14]=[C:15]4[C:20](=[CH:21][CH:22]=3)[N:19]=[CH:18][CH:17]=[CH:16]4)[CH3:12])=[N:9][N:10]=2)[N:7]=1.[Br:23]Br, predict the reaction product. The product is: [Br:23][C:17]1[CH:18]=[N:19][C:20]2[C:15]([CH:16]=1)=[CH:14][C:13]([CH:11]([C:8]1[N:6]3[N:7]=[C:2]([CH3:1])[CH:3]=[CH:4][C:5]3=[N:10][N:9]=1)[CH3:12])=[CH:22][CH:21]=2. (2) Given the reactants [CH2:1]([O:3][C:4]([C:6]1[NH:10][N:9]=[C:8]([C:11]2[S:12][CH:13]=[CH:14][CH:15]=2)[CH:7]=1)=[O:5])[CH3:2].C1C(=O)N([Cl:23])C(=O)C1, predict the reaction product. The product is: [CH2:1]([O:3][C:4]([C:6]1[NH:10][N:9]=[C:8]([C:11]2[S:12][CH:13]=[CH:14][CH:15]=2)[C:7]=1[Cl:23])=[O:5])[CH3:2]. (3) Given the reactants C[Al](C)C.[CH3:5][CH:6]([CH3:10])[CH2:7][CH2:8][NH2:9].[C:11]([O:15][C:16]([N:18]([CH3:47])[CH2:19][CH2:20][N:21]([CH2:23][C:24]1[C:25]([CH:35]2[CH2:40][C@H:39](C(OC)=O)[C:38]([CH3:46])([CH3:45])[CH2:37][CH2:36]2)=[N:26][N:27]([CH:29]2[CH2:34][CH2:33][CH2:32][CH2:31][O:30]2)[CH:28]=1)[CH3:22])=[O:17])([CH3:14])([CH3:13])[CH3:12].[CH3:48][OH:49], predict the reaction product. The product is: [CH3:46][C:38]1([CH3:45])[CH2:37][CH2:36][CH:35]([C:25]2[C:24]([CH2:23][N:21]([CH3:22])[CH2:20][CH2:19][N:18]([CH3:47])[C:16](=[O:17])[O:15][C:11]([CH3:14])([CH3:12])[CH3:13])=[CH:28][N:27]([CH:29]3[CH2:34][CH2:33][CH2:32][CH2:31][O:30]3)[N:26]=2)[CH2:40][C@@H:39]1[C:48](=[O:49])[NH:9][CH2:8][CH2:7][CH:6]([CH3:10])[CH3:5]. (4) The product is: [NH4+:7].[OH-:15].[CH2:6]([N:7]1[CH:6]=[C:5]([C:1]([CH3:4])([CH3:3])[CH3:2])[S:9][C:8]1=[NH:10])[CH2:5][C:1]#[CH:2]. Given the reactants [C:1]([C:5]1[S:9][C:8]([NH2:10])=[N:7][CH:6]=1)([CH3:4])([CH3:3])[CH3:2].C(Cl)Cl.C[OH:15], predict the reaction product.